Dataset: Catalyst prediction with 721,799 reactions and 888 catalyst types from USPTO. Task: Predict which catalyst facilitates the given reaction. (1) Reactant: [I:1]N1C(=O)CCC1=O.[CH:9]1([O:12][C:13]2[CH:21]=[CH:20][C:19]3[N:18]4[CH2:22][CH2:23][CH2:24][C:17]4=[CH:16][C:15]=3[CH:14]=2)[CH2:11][CH2:10]1. Product: [CH:9]1([O:12][C:13]2[CH:21]=[CH:20][C:19]3[N:18]4[CH2:22][CH2:23][CH2:24][C:17]4=[C:16]([I:1])[C:15]=3[CH:14]=2)[CH2:11][CH2:10]1. The catalyst class is: 10. (2) Reactant: C(OC([N:8]1[CH2:13][CH2:12][CH:11]([CH2:14][N:15]([CH2:34][CH2:35][CH3:36])[CH:16]2[CH2:25][CH2:24][C:23]3[C:18](=[CH:19][C:20]([O:26][S:27]([C:30]([F:33])([F:32])[F:31])(=[O:29])=[O:28])=[CH:21][CH:22]=3)[CH2:17]2)[CH2:10][CH2:9]1)=O)(C)(C)C.FC(F)(F)C(O)=O. Product: [NH:8]1[CH2:13][CH2:12][CH:11]([CH2:14][N:15]([CH2:34][CH2:35][CH3:36])[CH:16]2[CH2:17][C:18]3[CH:19]=[C:20]([O:26][S:27]([C:30]([F:33])([F:31])[F:32])(=[O:29])=[O:28])[CH:21]=[CH:22][C:23]=3[CH2:24][CH2:25]2)[CH2:10][CH2:9]1. The catalyst class is: 2.